From a dataset of Forward reaction prediction with 1.9M reactions from USPTO patents (1976-2016). Predict the product of the given reaction. (1) Given the reactants C([C:8]([NH2:12])([OH:11])[CH2:9][CH3:10])(OC(C)(C)C)=O.[CH:13]1[CH:14]=[CH:15][C:16]([C:19]2[CH:20]=[CH:21][C:22]([C:25]([CH2:27][CH2:28][C:29]([OH:31])=[O:30])=[O:26])=[CH:23][CH:24]=2)=[CH:17][CH:18]=1.C(OC(=O)C)C.[ClH:38].C(OCC)C, predict the reaction product. The product is: [NH2:12][CH:8]([OH:11])[CH2:9][CH3:10].[CH:13]1[CH:18]=[CH:17][C:16]([C:19]2[CH:20]=[CH:21][C:22]([C:25]([CH2:27][CH2:28][C:29]([OH:31])=[O:30])=[O:26])=[CH:23][CH:24]=2)=[CH:15][CH:14]=1.[ClH:38]. (2) Given the reactants [Cl:1][C:2]1[CH:7]=[CH:6][CH:5]=[CH:4][C:3]=1[N:8]1[C:17](=[O:18])[C:16]2[C:11](=[CH:12][CH:13]=[C:14]([F:19])[CH:15]=2)[N:10]=[C:9]1[CH:20]=O.CO.[NH2:24][C:25]1[N:30]=[CH:29][CH:28]=[CH:27][N:26]=1.[OH-].[Na+], predict the reaction product. The product is: [Cl:1][C:2]1[CH:7]=[CH:6][CH:5]=[CH:4][C:3]=1[N:8]1[C:17](=[O:18])[C:16]2[C:11](=[CH:12][CH:13]=[C:14]([F:19])[CH:15]=2)[N:10]=[C:9]1[CH2:20][NH:24][C:25]1[N:30]=[CH:29][CH:28]=[CH:27][N:26]=1. (3) Given the reactants C(O[C:6]([N:8]1[CH2:12][C:11](=[N:13][O:14][C:15]([CH3:18])([CH3:17])[CH3:16])[CH2:10][C@H:9]1[C:19]([OH:21])=O)=[O:7])(C)(C)C.[CH2:22]([O:24][C:25]1[CH:34]=[CH:33][C:32]2[C:27](=[CH:28][CH:29]=[CH:30][CH:31]=2)[C:26]=1C(Cl)=O)[CH3:23].[CH2:38]([N:40]1[C:52]2[CH:51]=[CH:50][C:49]([NH2:53])=[CH:48][C:47]=2[C:46]2[C:41]1=[CH:42][CH:43]=[CH:44][CH:45]=2)[CH3:39], predict the reaction product. The product is: [C:15]([O:14][N:13]=[C:11]1[CH2:12][N:8]([C:6]([C:26]2[C:27]3[C:32](=[CH:31][CH:30]=[CH:29][CH:28]=3)[CH:33]=[CH:34][C:25]=2[O:24][CH2:22][CH3:23])=[O:7])[C@H:9]([C:19]([NH:53][C:49]2[CH:50]=[CH:51][C:52]3[N:40]([CH2:38][CH3:39])[C:41]4[C:46]([C:47]=3[CH:48]=2)=[CH:45][CH:44]=[CH:43][CH:42]=4)=[O:21])[CH2:10]1)([CH3:16])([CH3:17])[CH3:18]. (4) Given the reactants [F:1][C:2]([F:27])([F:26])[C:3]1[CH:4]=[C:5]([NH:9][C:10](=[O:25])[CH2:11][C:12]([NH:14][C:15]2[CH:20]=[CH:19][CH:18]=[C:17]([C:21]([F:24])([F:23])[F:22])[CH:16]=2)=[O:13])[CH:6]=[CH:7][CH:8]=1.[CH3:28][O:29][C:30]1[CH:37]=[C:36]([O:38][CH3:39])[CH:35]=[CH:34][C:31]=1[CH:32]=O, predict the reaction product. The product is: [F:1][C:2]([F:26])([F:27])[C:3]1[CH:4]=[C:5]([NH:9][C:10](=[O:25])[C:11](=[CH:32][C:31]2[CH:34]=[CH:35][C:36]([O:38][CH3:39])=[CH:37][C:30]=2[O:29][CH3:28])[C:12]([NH:14][C:15]2[CH:20]=[CH:19][CH:18]=[C:17]([C:21]([F:24])([F:23])[F:22])[CH:16]=2)=[O:13])[CH:6]=[CH:7][CH:8]=1. (5) Given the reactants F[C:2]1[N:10]=[C:9]([F:11])[CH:8]=[CH:7][C:3]=1[C:4]([OH:6])=[O:5].[NH3:12], predict the reaction product. The product is: [NH2:12][C:2]1[N:10]=[C:9]([F:11])[CH:8]=[CH:7][C:3]=1[C:4]([OH:6])=[O:5]. (6) Given the reactants [CH3:1][C:2]1([CH3:34])[C:15]2[C:10]3=[C:11]([C:22]4[CH:23]=[C:24]([C:28]5[CH:33]=[CH:32][CH:31]=[CH:30][CH:29]=5)[CH:25]=[CH:26][C:27]=4[N:9]3[C:8]3[CH:7]=[CH:6][CH:5]=[CH:4][C:3]1=3)[CH:12]=[C:13]([C:16]1[CH:21]=[CH:20][CH:19]=[CH:18][CH:17]=1)[CH:14]=2.C1C(=O)N([Br:42])C(=O)C1.O, predict the reaction product. The product is: [Br:42][C:5]1[CH:6]=[CH:7][C:8]2[N:9]3[C:27]4[CH:26]=[CH:25][C:24]([C:28]5[CH:33]=[CH:32][CH:31]=[CH:30][CH:29]=5)=[CH:23][C:22]=4[C:11]4[CH:12]=[C:13]([C:16]5[CH:17]=[CH:18][CH:19]=[CH:20][CH:21]=5)[CH:14]=[C:15]([C:2]([CH3:34])([CH3:1])[C:3]=2[CH:4]=1)[C:10]3=4. (7) Given the reactants [BH4-].[Na+].[CH2:3]([S:5]([N:8]1[CH:12]=[CH:11][CH:10]=[C:9]1[C:13]#[N:14])(=[O:7])=[O:6])[CH3:4].[CH3:15][C:16]([O:19][C:20](O[C:20]([O:19][C:16]([CH3:18])([CH3:17])[CH3:15])=[O:21])=[O:21])([CH3:18])[CH3:17].C(=O)(O)[O-].[Na+], predict the reaction product. The product is: [CH2:3]([S:5]([N:8]1[CH:12]=[CH:11][CH:10]=[C:9]1[CH2:13][NH:14][C:20](=[O:21])[O:19][C:16]([CH3:18])([CH3:17])[CH3:15])(=[O:6])=[O:7])[CH3:4]. (8) Given the reactants [OH:1][CH:2]([CH2:20][CH3:21])[C:3]([C:5]1[CH:19]=[CH:18][C:8]2[N:9]=[C:10]([C:12]3[CH:17]=[CH:16][CH:15]=[CH:14][CH:13]=3)[O:11][C:7]=2[CH:6]=1)=O.[NH:22]([C:24](OCC)=[O:25])[NH2:23].[Na], predict the reaction product. The product is: [CH2:20]([CH:2]1[O:1][C:24](=[O:25])[NH:22][N:23]=[C:3]1[C:5]1[CH:19]=[CH:18][C:8]2[N:9]=[C:10]([C:12]3[CH:17]=[CH:16][CH:15]=[CH:14][CH:13]=3)[O:11][C:7]=2[CH:6]=1)[CH3:21]. (9) Given the reactants [F:1][C:2]1[CH:7]=[CH:6][CH:5]=[CH:4][C:3]=1[CH:8]=[CH:9][C:10]([NH:12][C@H:13]([C:25]([O:27]C)=[O:26])[CH2:14][C:15]1[C:23]2[C:18](=[CH:19][CH:20]=[CH:21][CH:22]=2)[N:17]([CH3:24])[CH:16]=1)=[O:11].[OH-].[Na+], predict the reaction product. The product is: [F:1][C:2]1[CH:7]=[CH:6][CH:5]=[CH:4][C:3]=1[CH:8]=[CH:9][C:10]([NH:12][C@H:13]([C:25]([OH:27])=[O:26])[CH2:14][C:15]1[C:23]2[C:18](=[CH:19][CH:20]=[CH:21][CH:22]=2)[N:17]([CH3:24])[CH:16]=1)=[O:11]. (10) Given the reactants Cl[C:2]1[N:7]2[N:8]=[CH:9][C:10]([C:11]([OH:13])=[O:12])=[C:6]2[N:5]=[C:4]([C:14]2[CH:19]=[CH:18][C:17]([O:20][CH3:21])=[CH:16][CH:15]=2)[C:3]=1[F:22].[CH3:23][NH:24][CH3:25], predict the reaction product. The product is: [CH3:23][N:24]([CH3:25])[C:2]1[N:7]2[N:8]=[CH:9][C:10]([C:11]([OH:13])=[O:12])=[C:6]2[N:5]=[C:4]([C:14]2[CH:19]=[CH:18][C:17]([O:20][CH3:21])=[CH:16][CH:15]=2)[C:3]=1[F:22].